This data is from NCI-60 drug combinations with 297,098 pairs across 59 cell lines. The task is: Regression. Given two drug SMILES strings and cell line genomic features, predict the synergy score measuring deviation from expected non-interaction effect. (1) Drug 1: CC1C(C(CC(O1)OC2CC(CC3=C2C(=C4C(=C3O)C(=O)C5=C(C4=O)C(=CC=C5)OC)O)(C(=O)C)O)N)O.Cl. Drug 2: C#CCC(CC1=CN=C2C(=N1)C(=NC(=N2)N)N)C3=CC=C(C=C3)C(=O)NC(CCC(=O)O)C(=O)O. Cell line: SW-620. Synergy scores: CSS=5.01, Synergy_ZIP=0.458, Synergy_Bliss=-1.37, Synergy_Loewe=-28.5, Synergy_HSA=-1.58. (2) Cell line: NCI-H226. Drug 2: CCC1(C2=C(COC1=O)C(=O)N3CC4=CC5=C(C=CC(=C5CN(C)C)O)N=C4C3=C2)O.Cl. Synergy scores: CSS=30.7, Synergy_ZIP=-5.20, Synergy_Bliss=-11.1, Synergy_Loewe=-9.17, Synergy_HSA=-6.87. Drug 1: CC1C(C(=O)NC(C(=O)N2CCCC2C(=O)N(CC(=O)N(C(C(=O)O1)C(C)C)C)C)C(C)C)NC(=O)C3=C4C(=C(C=C3)C)OC5=C(C(=O)C(=C(C5=N4)C(=O)NC6C(OC(=O)C(N(C(=O)CN(C(=O)C7CCCN7C(=O)C(NC6=O)C(C)C)C)C)C(C)C)C)N)C. (3) Drug 2: C1CN(CCN1C(=O)CCBr)C(=O)CCBr. Cell line: TK-10. Drug 1: CN1C2=C(C=C(C=C2)N(CCCl)CCCl)N=C1CCCC(=O)O.Cl. Synergy scores: CSS=5.31, Synergy_ZIP=-2.62, Synergy_Bliss=0.939, Synergy_Loewe=-2.41, Synergy_HSA=0.389. (4) Drug 1: C#CCC(CC1=CN=C2C(=N1)C(=NC(=N2)N)N)C3=CC=C(C=C3)C(=O)NC(CCC(=O)O)C(=O)O. Drug 2: C1CC(=O)NC(=O)C1N2C(=O)C3=CC=CC=C3C2=O. Cell line: K-562. Synergy scores: CSS=-4.64, Synergy_ZIP=2.24, Synergy_Bliss=-1.03, Synergy_Loewe=-8.91, Synergy_HSA=-6.70. (5) Drug 1: CN(C(=O)NC(C=O)C(C(C(CO)O)O)O)N=O. Drug 2: C1C(C(OC1N2C=NC3=C2NC=NCC3O)CO)O. Cell line: SF-268. Synergy scores: CSS=33.8, Synergy_ZIP=8.46, Synergy_Bliss=11.5, Synergy_Loewe=3.51, Synergy_HSA=4.39. (6) Drug 1: CC1=C(C(CCC1)(C)C)C=CC(=CC=CC(=CC(=O)O)C)C. Drug 2: CC1=C2C(C(=O)C3(C(CC4C(C3C(C(C2(C)C)(CC1OC(=O)C(C(C5=CC=CC=C5)NC(=O)OC(C)(C)C)O)O)OC(=O)C6=CC=CC=C6)(CO4)OC(=O)C)O)C)O. Cell line: SNB-19. Synergy scores: CSS=-6.83, Synergy_ZIP=12.3, Synergy_Bliss=11.5, Synergy_Loewe=1.85, Synergy_HSA=3.11. (7) Drug 1: CC1CCC2CC(C(=CC=CC=CC(CC(C(=O)C(C(C(=CC(C(=O)CC(OC(=O)C3CCCCN3C(=O)C(=O)C1(O2)O)C(C)CC4CCC(C(C4)OC)O)C)C)O)OC)C)C)C)OC. Drug 2: N.N.Cl[Pt+2]Cl. Cell line: CCRF-CEM. Synergy scores: CSS=72.2, Synergy_ZIP=-4.55, Synergy_Bliss=-2.45, Synergy_Loewe=-0.558, Synergy_HSA=2.37. (8) Drug 1: C1CNP(=O)(OC1)N(CCCl)CCCl. Drug 2: COCCOC1=C(C=C2C(=C1)C(=NC=N2)NC3=CC=CC(=C3)C#C)OCCOC.Cl. Cell line: OVCAR-8. Synergy scores: CSS=2.27, Synergy_ZIP=-0.801, Synergy_Bliss=-0.251, Synergy_Loewe=-5.95, Synergy_HSA=-2.14. (9) Drug 1: CC1=C(C=C(C=C1)NC2=NC=CC(=N2)N(C)C3=CC4=NN(C(=C4C=C3)C)C)S(=O)(=O)N.Cl. Drug 2: CCC1(C2=C(COC1=O)C(=O)N3CC4=CC5=C(C=CC(=C5CN(C)C)O)N=C4C3=C2)O.Cl. Cell line: NCI/ADR-RES. Synergy scores: CSS=3.01, Synergy_ZIP=-0.0133, Synergy_Bliss=1.39, Synergy_Loewe=-4.31, Synergy_HSA=-0.648. (10) Drug 1: C1=CC=C(C(=C1)C(C2=CC=C(C=C2)Cl)C(Cl)Cl)Cl. Drug 2: N.N.Cl[Pt+2]Cl. Cell line: MALME-3M. Synergy scores: CSS=61.7, Synergy_ZIP=-4.31, Synergy_Bliss=-3.60, Synergy_Loewe=-2.18, Synergy_HSA=1.11.